Predict the product of the given reaction. From a dataset of Forward reaction prediction with 1.9M reactions from USPTO patents (1976-2016). (1) Given the reactants C([O:8][C:9]1[CH:14]=[CH:13][C:12]([N:15]2[CH:19]=[CH:18][N:17]=[N:16]2)=[CH:11][CH:10]=1)C1C=CC=CC=1, predict the reaction product. The product is: [N:15]1([C:12]2[CH:13]=[CH:14][C:9]([OH:8])=[CH:10][CH:11]=2)[CH:19]=[CH:18][N:17]=[N:16]1. (2) Given the reactants [F:1][C:2]1[CH:26]=[CH:25][CH:24]=[CH:23][C:3]=1[CH2:4][O:5][C:6]1[CH:7]=[C:8]([CH:11]=[C:12]([O:14][CH2:15][C:16]2[C:21]([CH3:22])=[CH:20][CH:19]=[CH:18][N:17]=2)[CH:13]=1)[CH:9]=O.[NH2:27][C:28]1[C:33]([NH2:34])=[CH:32][C:31]([Br:35])=[CH:30][N:29]=1, predict the reaction product. The product is: [Br:35][C:31]1[CH:32]=[C:33]2[NH:34][C:9]([C:8]3[CH:11]=[C:12]([O:14][CH2:15][C:16]4[C:21]([CH3:22])=[CH:20][CH:19]=[CH:18][N:17]=4)[CH:13]=[C:6]([O:5][CH2:4][C:3]4[CH:23]=[CH:24][CH:25]=[CH:26][C:2]=4[F:1])[CH:7]=3)=[N:27][C:28]2=[N:29][CH:30]=1.